The task is: Regression/Classification. Given a drug SMILES string, predict its absorption, distribution, metabolism, or excretion properties. Task type varies by dataset: regression for continuous measurements (e.g., permeability, clearance, half-life) or binary classification for categorical outcomes (e.g., BBB penetration, CYP inhibition). For this dataset (clearance_hepatocyte_az), we predict log10(clearance) (log10 of the in vitro intrinsic clearance, CLint, in uL/min per 10^6 hepatocytes; values are censored to the assay range of 3 to 150, which is 0.477 to 2.18 on this log10 scale).. This data is from Hepatocyte clearance measurements from AstraZeneca. (1) The compound is COc1cccc(Nc2nc(NCC3CCCO3)c3ccccc3n2)c1. The log10(clearance) is 2.18. (2) The molecule is O=C(O)CCc1ccc(OCc2cc(Cl)ccc2-c2ccccc2)cc1. The log10(clearance) is 1.14. (3) The compound is O=CN(O)CCCP(=O)(O)O. The log10(clearance) is 0.480. (4) The molecule is CCS(=O)(=O)c1ccc(-c2cc(Cl)ccc2OCC(=O)O)c(F)c1. The log10(clearance) is 0.480.